Dataset: Full USPTO retrosynthesis dataset with 1.9M reactions from patents (1976-2016). Task: Predict the reactants needed to synthesize the given product. (1) Given the product [CH2:1]([O:3][C:4]([C:6]1[CH:7]=[C:8]([CH2:16][CH2:17][O:18][CH3:19])[N:9]2[C:14]=1[C:13]([CH3:21])=[CH:12][CH:11]=[CH:10]2)=[O:5])[CH3:2], predict the reactants needed to synthesize it. The reactants are: [CH2:1]([O:3][C:4]([C:6]1[CH:7]=[C:8]([CH2:16][CH2:17][O:18][CH3:19])[N:9]2[C:14]=1[C:13](Cl)=[CH:12][CH:11]=[CH:10]2)=[O:5])[CH3:2].Cl[CH2:21]Cl.C[Zn]C. (2) Given the product [CH2:21]([C:23]([S:42]([CH3:45])(=[O:43])=[O:44])([CH2:27][CH2:28][N:29]1[CH:34]=[CH:33][C:32]([C:35]2[CH:40]=[CH:39][CH:38]=[CH:37][CH:36]=2)=[CH:31][C:30]1=[O:41])[C:24]([NH:12][O:11][CH:8]1[CH2:7][CH2:9][CH2:56][CH2:55][O:10]1)=[O:26])[CH3:22], predict the reactants needed to synthesize it. The reactants are: C(N([CH:7]([CH3:9])[CH3:8])CC)(C)C.[OH2:10].[OH:11][N:12]1C2C=CC=CC=2N=N1.[CH2:21]([C:23]([S:42]([CH3:45])(=[O:44])=[O:43])([CH2:27][CH2:28][N:29]1[CH:34]=[CH:33][C:32]([C:35]2[CH:40]=[CH:39][CH:38]=[CH:37][CH:36]=2)=[CH:31][C:30]1=[O:41])[C:24]([OH:26])=O)[CH3:22].Cl.CN(C)CCCN=C=N[CH2:55][CH3:56]. (3) Given the product [C:1]([O:5][C:6]([N:8]1[CH2:13][CH:12]=[C:11]([C:26]2[CH:27]=[CH:28][CH:29]=[C:24]([Br:23])[CH:25]=2)[CH2:10][CH2:9]1)=[O:7])([CH3:2])([CH3:3])[CH3:4], predict the reactants needed to synthesize it. The reactants are: [C:1]([O:5][C:6]([N:8]1[CH2:13][CH:12]=[C:11](B2OC(C)(C)C(C)(C)O2)[CH2:10][CH2:9]1)=[O:7])([CH3:4])([CH3:3])[CH3:2].[Br:23][C:24]1[CH:29]=[CH:28][CH:27]=[C:26](I)[CH:25]=1.C([O-])([O-])=O.[K+].[K+]. (4) The reactants are: [OH:1][C:2]1[CH:9]=[CH:8][C:5]([C:6]#[N:7])=[CH:4][C:3]=1[O:10][CH3:11].S(=O)(=O)(O)O.[CH3:17][O:18][C:19]1[C:27]2[O:26][C:25]([CH3:29])([CH3:28])[CH2:24][C:23]=2[CH:22]=[C:21]([CH:30]=[C:31]([CH3:33])[CH3:32])[CH:20]=1.N. Given the product [CH3:11][O:10][C:3]1[CH:4]=[C:5]([C:6]2[C:22]3[C:21](=[CH:20][C:19]([O:18][CH3:17])=[C:27]4[O:26][C:25]([CH3:29])([CH3:28])[CH2:24][C:23]4=3)[CH2:30][C:31]([CH3:33])([CH3:32])[N:7]=2)[CH:8]=[CH:9][C:2]=1[OH:1], predict the reactants needed to synthesize it. (5) Given the product [C:5]1([CH:9]([C:15]2[C:24]3[C:19](=[CH:20][CH:21]=[CH:22][CH:23]=3)[CH:18]=[CH:17][CH:16]=2)[CH:10]([C:13]#[N:14])[C:11]#[N:12])[C:4]2[C:3](=[CH:34][CH:25]=[CH:26][CH:27]=2)[CH:8]=[CH:7][CH:6]=1, predict the reactants needed to synthesize it. The reactants are: CO[C:3]1[CH:4]=[C:5]([CH:9]([C:15]2[C:24]3[C:19](=[CH:20][CH:21]=[CH:22][CH:23]=3)[CH:18]=[CH:17][CH:16]=2)[CH:10]([C:13]#[N:14])[C:11]#[N:12])[CH:6]=[CH:7][CH:8]=1.[C:25]1([Mg]Br)[C:34]2[C:25](=[CH:26][CH:27]=CC=2)[CH:34]=[CH:27][CH:26]=1.